This data is from NCI-60 drug combinations with 297,098 pairs across 59 cell lines. The task is: Regression. Given two drug SMILES strings and cell line genomic features, predict the synergy score measuring deviation from expected non-interaction effect. (1) Drug 2: C1=CC=C(C=C1)NC(=O)CCCCCCC(=O)NO. Synergy scores: CSS=23.9, Synergy_ZIP=-1.12, Synergy_Bliss=-0.263, Synergy_Loewe=-8.01, Synergy_HSA=1.48. Cell line: NCI-H460. Drug 1: CCC1=C2CN3C(=CC4=C(C3=O)COC(=O)C4(CC)O)C2=NC5=C1C=C(C=C5)O. (2) Drug 1: CC1=C(C(=O)C2=C(C1=O)N3CC4C(C3(C2COC(=O)N)OC)N4)N. Drug 2: CC1(CCCN1)C2=NC3=C(C=CC=C3N2)C(=O)N. Cell line: T-47D. Synergy scores: CSS=23.2, Synergy_ZIP=3.25, Synergy_Bliss=2.54, Synergy_Loewe=-22.6, Synergy_HSA=0.574. (3) Drug 1: CNC(=O)C1=NC=CC(=C1)OC2=CC=C(C=C2)NC(=O)NC3=CC(=C(C=C3)Cl)C(F)(F)F. Drug 2: CS(=O)(=O)OCCCCOS(=O)(=O)C. Cell line: SK-MEL-5. Synergy scores: CSS=0.448, Synergy_ZIP=-0.391, Synergy_Bliss=-1.42, Synergy_Loewe=-2.08, Synergy_HSA=-2.48. (4) Drug 1: CN(C)C1=NC(=NC(=N1)N(C)C)N(C)C. Drug 2: CC1=C2C(C(=O)C3(C(CC4C(C3C(C(C2(C)C)(CC1OC(=O)C(C(C5=CC=CC=C5)NC(=O)OC(C)(C)C)O)O)OC(=O)C6=CC=CC=C6)(CO4)OC(=O)C)O)C)O. Cell line: K-562. Synergy scores: CSS=33.2, Synergy_ZIP=4.00, Synergy_Bliss=-1.92, Synergy_Loewe=-60.4, Synergy_HSA=-5.39. (5) Drug 1: CN(C)N=NC1=C(NC=N1)C(=O)N. Drug 2: CC1C(C(CC(O1)OC2CC(OC(C2O)C)OC3=CC4=CC5=C(C(=O)C(C(C5)C(C(=O)C(C(C)O)O)OC)OC6CC(C(C(O6)C)O)OC7CC(C(C(O7)C)O)OC8CC(C(C(O8)C)O)(C)O)C(=C4C(=C3C)O)O)O)O. Cell line: UO-31. Synergy scores: CSS=19.7, Synergy_ZIP=4.59, Synergy_Bliss=5.46, Synergy_Loewe=6.42, Synergy_HSA=6.46. (6) Drug 1: CC1=CC=C(C=C1)C2=CC(=NN2C3=CC=C(C=C3)S(=O)(=O)N)C(F)(F)F. Drug 2: COC1=C2C(=CC3=C1OC=C3)C=CC(=O)O2. Cell line: NCI-H322M. Synergy scores: CSS=4.87, Synergy_ZIP=-2.38, Synergy_Bliss=-0.322, Synergy_Loewe=-3.08, Synergy_HSA=0.182. (7) Drug 1: CS(=O)(=O)CCNCC1=CC=C(O1)C2=CC3=C(C=C2)N=CN=C3NC4=CC(=C(C=C4)OCC5=CC(=CC=C5)F)Cl. Drug 2: CC1=C(N=C(N=C1N)C(CC(=O)N)NCC(C(=O)N)N)C(=O)NC(C(C2=CN=CN2)OC3C(C(C(C(O3)CO)O)O)OC4C(C(C(C(O4)CO)O)OC(=O)N)O)C(=O)NC(C)C(C(C)C(=O)NC(C(C)O)C(=O)NCCC5=NC(=CS5)C6=NC(=CS6)C(=O)NCCC[S+](C)C)O. Cell line: SF-268. Synergy scores: CSS=17.4, Synergy_ZIP=-4.87, Synergy_Bliss=-0.620, Synergy_Loewe=-6.05, Synergy_HSA=-1.57. (8) Drug 1: CC1=C2C(C(=O)C3(C(CC4C(C3C(C(C2(C)C)(CC1OC(=O)C(C(C5=CC=CC=C5)NC(=O)C6=CC=CC=C6)O)O)OC(=O)C7=CC=CC=C7)(CO4)OC(=O)C)O)C)OC(=O)C. Drug 2: CCC1(CC2CC(C3=C(CCN(C2)C1)C4=CC=CC=C4N3)(C5=C(C=C6C(=C5)C78CCN9C7C(C=CC9)(C(C(C8N6C)(C(=O)OC)O)OC(=O)C)CC)OC)C(=O)OC)O.OS(=O)(=O)O. Cell line: HOP-62. Synergy scores: CSS=4.12, Synergy_ZIP=5.26, Synergy_Bliss=8.26, Synergy_Loewe=2.61, Synergy_HSA=3.00. (9) Drug 1: C1CNP(=O)(OC1)N(CCCl)CCCl. Drug 2: COCCOC1=C(C=C2C(=C1)C(=NC=N2)NC3=CC=CC(=C3)C#C)OCCOC.Cl. Cell line: NCI-H322M. Synergy scores: CSS=40.1, Synergy_ZIP=4.92, Synergy_Bliss=3.62, Synergy_Loewe=-11.5, Synergy_HSA=6.55.